This data is from Forward reaction prediction with 1.9M reactions from USPTO patents (1976-2016). The task is: Predict the product of the given reaction. (1) The product is: [CH3:2][O:3][C:4](=[O:23])[C:5]1[C:6](=[CH:11][C:12]([O:15][C:16]2[CH:21]=[CH:20][CH:19]=[CH:18][C:17]=2[NH:22][C:34](=[O:35])[CH2:33][C:28]2[CH:29]=[CH:30][CH:31]=[CH:32][C:27]=2[N+:24]([O-:26])=[O:25])=[CH:13][CH:14]=1)[C:7]([O:9][CH3:10])=[O:8]. Given the reactants Cl.[CH3:2][O:3][C:4](=[O:23])[C:5]1[C:6](=[CH:11][C:12]([O:15][C:16]2[CH:21]=[CH:20][CH:19]=[CH:18][C:17]=2[NH2:22])=[CH:13][CH:14]=1)[C:7]([O:9][CH3:10])=[O:8].[N+:24]([C:27]1[CH:32]=[CH:31][CH:30]=[CH:29][C:28]=1[CH2:33][C:34](Cl)=[O:35])([O-:26])=[O:25], predict the reaction product. (2) Given the reactants O[C:2]1[N:3]([C:12]2[CH:13]=[N:14][C:15]([Cl:18])=[CH:16][CH:17]=2)[C:4](=[O:11])[C:5]2[N:6]=[CH:7][NH:8][C:9]=2[N:10]=1.P(Cl)(Cl)([Cl:21])=O, predict the reaction product. The product is: [Cl:21][C:2]1[N:3]([C:12]2[CH:13]=[N:14][C:15]([Cl:18])=[CH:16][CH:17]=2)[C:4](=[O:11])[C:5]2[N:6]=[CH:7][NH:8][C:9]=2[N:10]=1. (3) Given the reactants [CH3:1][C:2]1[CH:7]=[CH:6][N:5]=[C:4]([OH:8])[CH:3]=1.CCOC(C)=O.C1C(=O)N([Br:22])C(=O)C1.N, predict the reaction product. The product is: [Br:22][C:3]1[C:4]([OH:8])=[N:5][CH:6]=[CH:7][C:2]=1[CH3:1].